From a dataset of Catalyst prediction with 721,799 reactions and 888 catalyst types from USPTO. Predict which catalyst facilitates the given reaction. (1) Reactant: C(N(CC)CC)C.[N:8]1([CH2:14][CH2:15][CH2:16][C:17]2[C:25]3[CH2:24][CH2:23][CH2:22][CH2:21][C:20]=3[NH:19][C:18]=2[CH:26]=[O:27])[CH2:13][CH2:12][NH:11][CH2:10][CH2:9]1.Cl[C:29]([O:31][CH2:32][CH3:33])=[O:30].ClCCl.CO. Product: [CH2:32]([O:31][C:29]([N:11]1[CH2:12][CH2:13][N:8]([CH2:14][CH2:15][CH2:16][C:17]2[C:25]3[CH2:24][CH2:23][CH2:22][CH2:21][C:20]=3[NH:19][C:18]=2[CH:26]=[O:27])[CH2:9][CH2:10]1)=[O:30])[CH3:33]. The catalyst class is: 9. (2) Reactant: [Cl:1][C:2]1[CH:3]=[CH:4][C:5]([N:15]2[CH:19]=[C:18]([Cl:20])[N:17]=[N:16]2)=[C:6]([C:8]2[N:13]=[CH:12][N:11]=[C:10]([OH:14])[CH:9]=2)[CH:7]=1.CN(C(ON1N=NC2C=CC=NC1=2)=[N+](C)C)C.F[P-](F)(F)(F)(F)F.C1CCN2C(=NCCC2)CC1.N[C@@H:57]1[C:74]2[CH:75]=[C:70]([CH:71]=[CH:72][N:73]=2)[C:69]2[N:68]=[CH:67][CH:66]=[CH:65][C:64]=2[NH:63][C:62](=[O:76])[C@H:61]([CH3:77])[CH2:60][CH2:59][CH2:58]1. Product: [Cl:1][C:2]1[CH:3]=[CH:4][C:5]([N:15]2[CH:19]=[C:18]([Cl:20])[N:17]=[N:16]2)=[C:6]([C:8]2[N:13]=[CH:12][N:11]([C@@H:57]3[C:74]4[CH:75]=[C:70]([CH:71]=[CH:72][N:73]=4)[C:69]4[N:68]=[CH:67][CH:66]=[CH:65][C:64]=4[NH:63][C:62](=[O:76])[C@H:61]([CH3:77])[CH2:60][CH2:59][CH2:58]3)[C:10](=[O:14])[CH:9]=2)[CH:7]=1. The catalyst class is: 444. (3) Reactant: Br[CH2:2][C:3]1[S:4][CH:5]=[C:6]([C:8]([O:10][CH2:11][CH3:12])=[O:9])[N:7]=1.[C:13]([O-:16])(=[O:15])[CH3:14].[K+]. Product: [C:13]([O:16][CH2:2][C:3]1[S:4][CH:5]=[C:6]([C:8]([O:10][CH2:11][CH3:12])=[O:9])[N:7]=1)(=[O:15])[CH3:14]. The catalyst class is: 10. (4) Reactant: [CH3:1][O:2][C:3]1[CH:4]=[C:5]([O:21][CH3:22])[C:6]2[S:10][C:9]([C:11]3[CH:16]=[CH:15][C:14]([N+:17]([O-])=O)=[CH:13][CH:12]=3)=[N:8][C:7]=2[CH:20]=1.O.O.Cl[Sn]Cl. Product: [CH3:1][O:2][C:3]1[CH:4]=[C:5]([O:21][CH3:22])[C:6]2[S:10][C:9]([C:11]3[CH:12]=[CH:13][C:14]([NH2:17])=[CH:15][CH:16]=3)=[N:8][C:7]=2[CH:20]=1. The catalyst class is: 8. (5) Reactant: FC(F)(F)S([O-])(=O)=O.[F:9][C:10]([F:19])([F:18])[CH2:11][N+:12]1[CH:17]=[CH:16][CH:15]=[CH:14][CH:13]=1.[Li][N:21]([S:29]([C:32]([F:35])([F:34])[F:33])(=[O:31])=[O:30])[S:22]([C:25]([F:28])([F:27])[F:26])(=[O:24])=[O:23]. Product: [F:35][C:32]([F:33])([F:34])[S:29]([N-:21][S:22]([C:25]([F:26])([F:27])[F:28])(=[O:23])=[O:24])(=[O:30])=[O:31].[F:19][C:10]([F:9])([F:18])[CH2:11][N+:12]1[CH:17]=[CH:16][CH:15]=[CH:14][CH:13]=1. The catalyst class is: 6. (6) Reactant: [C:1]([O:5][C:6](=[O:20])[NH:7][CH2:8][CH2:9][N:10]1[C:18]2[C:17](Cl)=[N:16][CH:15]=[N:14][C:13]=2[CH:12]=[CH:11]1)([CH3:4])([CH3:3])[CH3:2].[Cl:21][C:22]1[CH:23]=[C:24]([CH:26]=[CH:27][C:28]=1[O:29][C:30]1[CH:35]=[CH:34][CH:33]=[C:32]([O:36][C:37]2[CH:42]=[CH:41][CH:40]=[CH:39][CH:38]=2)[CH:31]=1)[NH2:25].C(=O)(O)[O-].[Na+]. Product: [C:1]([O:5][C:6](=[O:20])[NH:7][CH2:8][CH2:9][N:10]1[C:18]2[C:17]([NH:25][C:24]3[CH:26]=[CH:27][C:28]([O:29][C:30]4[CH:35]=[CH:34][CH:33]=[C:32]([O:36][C:37]5[CH:42]=[CH:41][CH:40]=[CH:39][CH:38]=5)[CH:31]=4)=[C:22]([Cl:21])[CH:23]=3)=[N:16][CH:15]=[N:14][C:13]=2[CH:12]=[CH:11]1)([CH3:4])([CH3:3])[CH3:2]. The catalyst class is: 32. (7) Reactant: F[C:2]1[CH:10]=[CH:9][C:5]([C:6]([OH:8])=[O:7])=[CH:4][C:3]=1[N+:11]([O-:13])=[O:12].[NH2:14][CH2:15][CH:16]([C:18]1[CH:23]=[CH:22][CH:21]=[CH:20][CH:19]=1)[OH:17].C(N(CC)C(C)C)(C)C. Product: [OH:17][CH:16]([C:18]1[CH:23]=[CH:22][CH:21]=[CH:20][CH:19]=1)[CH2:15][NH:14][C:2]1[CH:10]=[CH:9][C:5]([C:6]([OH:8])=[O:7])=[CH:4][C:3]=1[N+:11]([O-:13])=[O:12]. The catalyst class is: 14.